Dataset: Experimentally validated miRNA-target interactions with 360,000+ pairs, plus equal number of negative samples. Task: Binary Classification. Given a miRNA mature sequence and a target amino acid sequence, predict their likelihood of interaction. (1) The miRNA is hsa-miR-6894-3p with sequence UUGCCUGCCCUCUUCCUCCAG. The protein sequence of the target gene is MGTSALWALWLLLALCWAPRESGATGTGRKAKCEPSQFQCTNGRCITLLWKCDGDEDCVDGSDEKNCVKKTCAESDFVCNNGQCVPSRWKCDGDPDCEDGSDESPEQCHMRTCRIHEISCGAHSTQCIPVSWRCDGENDCDSGEDEENCGNITCSPDEFTCSSGRCISRNFVCNGQDDCSDGSDELDCAPPTCGAHEFQCSTSSCIPISWVCDDDADCSDQSDESLEQCGRQPVIHTKCPASEIQCGSGECIHKKWRCDGDPDCKDGSDEVNCPSRTCRPDQFECEDGSCIHGSRQCNGI.... Result: 0 (no interaction). (2) The miRNA is hsa-miR-4727-3p with sequence AUAGUGGGAAGCUGGCAGAUUC. The protein sequence of the target gene is MAELTNYKDAASNRHLRFKLQSLSRRLDELEEATKNLQRAEDELLDLQDKVIQAEGSDSSTLAEIEVLRQRVLKIEGKDEEIKRAEDLCHTMKEKLEEEENLTRELKSEIERLQKRMVDLEKLEEALSRSKNECSQLCLSLNEERNLTKKISSELEMLRVKVKELESSEDRLDKTEQSLVSELEKLKSLTLSFVNERKYLNEKEKENEKIIKELTQKLEQNKKMNRDHMRNASTFLERNDLRIEDGISSTLSSKESKRKGSLDYLKQVENETRDKSENEKNRNQEDNKVKDLNQEIEKLK.... Result: 0 (no interaction). (3) The miRNA is rno-miR-200b-3p with sequence UAAUACUGCCUGGUAAUGAUGAC. The protein sequence of the target gene is MEDTPPSLSCSDCQRHFPSLPELSRHRELLHPSPNQDSEEADSIPRPYRCQQCGRGYRHPGSLVNHRRTHETGLFPCTTCGKDFSNPMALKSHMRTHAPEGRRRHRPPRPKEATPHLQGETVSTDSWGQRLGSSEGWENQTKHTEETPDCESVPDPRAASGTWEDLPTRQREGLASHPGPEDGADGWGPSTNSARAPPLPIPASSLLSNLEQYLAESVVNFTGGQEPTQSPPAEEERRYKCSQCGKTYKHAGSLTNHRQSHTLGIYPCAICFKEFSNLMALKNHSRLHAQYRPYHCPHCP.... Result: 0 (no interaction). (4) The miRNA is hsa-miR-183-5p with sequence UAUGGCACUGGUAGAAUUCACU. The protein sequence of the target gene is MWVLLRSGYPLRILLPLRGEWMGRRGLPRNLAPGPPRRRYRKETLQALDMPVLPVTATEIRQYLRGHGIPFQDGHSCLRALSPFAESSQLKGQTGVTTSFSLFIDKTTGHFLCMTSLAEGSWEDFQASVEGRGDGAREGFLLSKAPEFEDSEEVRRIWNRAIPLWELPDQEEVQLADTMFGLTKVTDDTLKRFSVRYLRPARSLVFPWFSPGGSGLRGLKLLEAKCQGDGVSYEETTIPRPSAYHNLFGLPLISRRDAEVVLTSRELDSLALNQSTGLPTLTLPRGTTCLPPALLPYLEQ.... Result: 1 (interaction).